This data is from Full USPTO retrosynthesis dataset with 1.9M reactions from patents (1976-2016). The task is: Predict the reactants needed to synthesize the given product. (1) Given the product [F:28][C@@H:29]([C:31]1[N:36]=[C:35]([NH:37][C@H:38]2[C:47]3[C:42](=[CH:43][CH:44]=[CH:45][CH:46]=3)[CH2:41][CH2:40][CH2:39]2)[N:34]=[C:33]([NH:48][CH2:49][CH2:50][C:51]#[N:52])[N:32]=1)[CH3:30], predict the reactants needed to synthesize it. The reactants are: [OH-].[K+].[C@H]1(NC2N=C(N)N=C([C@H](F)C)N=2)C2C(=CC=CC=2)CCC1.C(#N)C=C.[F:28][C@@H:29]([C:31]1[N:36]=[C:35]([NH:37][C@H:38]2[C:47]3[C:42](=[CH:43][CH:44]=[CH:45][CH:46]=3)[CH2:41][CH2:40][CH2:39]2)[N:34]=[C:33]([N:48](CCC#N)[CH2:49][CH2:50][C:51]#[N:52])[N:32]=1)[CH3:30]. (2) Given the product [CH2:33]([CH:30]1[CH2:29][CH2:28][N:27]([C:25](=[O:26])[C:24]([NH:23][C:19]2[CH:18]=[C:17]3[C:22](=[CH:21][CH:20]=2)[NH:14][CH2:15][CH2:16]3)=[O:40])[CH2:32][CH2:31]1)[C:34]1[CH:39]=[CH:38][CH:37]=[CH:36][CH:35]=1, predict the reactants needed to synthesize it. The reactants are: C(OCC)(=O)C.C(OC([N:14]1[C:22]2[C:17](=[CH:18][C:19]([NH:23][C:24](=[O:40])[C:25]([N:27]3[CH2:32][CH2:31][CH:30]([CH2:33][C:34]4[CH:39]=[CH:38][CH:37]=[CH:36][CH:35]=4)[CH2:29][CH2:28]3)=[O:26])=[CH:20][CH:21]=2)[CH2:16][CH2:15]1)=O)(C)(C)C. (3) The reactants are: C([NH:8][CH:9]1[CH2:14][CH:13]([C:15]2[CH:20]=[CH:19][N:18]=[CH:17][C:16]=2[N+:21]([O-])=O)[O:12][CH:11]([CH3:24])[CH:10]1[O:25][Si:26]([C:29]([CH3:32])([CH3:31])[CH3:30])([CH3:28])[CH3:27])C1C=CC=CC=1.[C:41](O[C:41]([O:43][C:44]([CH3:47])([CH3:46])[CH3:45])=[O:42])([O:43][C:44]([CH3:47])([CH3:46])[CH3:45])=[O:42]. Given the product [NH2:21][C:16]1[CH:17]=[N:18][CH:19]=[CH:20][C:15]=1[CH:13]1[O:12][CH:11]([CH3:24])[CH:10]([O:25][Si:26]([C:29]([CH3:32])([CH3:31])[CH3:30])([CH3:27])[CH3:28])[CH:9]([NH:8][C:41](=[O:42])[O:43][C:44]([CH3:45])([CH3:46])[CH3:47])[CH2:14]1, predict the reactants needed to synthesize it. (4) The reactants are: [Cl:1][C:2]1[CH:3]=[CH:4][C:5]([C:26]#[N:27])=[C:6]([C:8]2[C:13]([O:14][CH3:15])=[CH:12][N:11]([CH:16]([CH2:20][CH:21]3[CH2:24][CH2:23][CH2:22]3)[C:17](O)=[O:18])[C:10](=[O:25])[CH:9]=2)[CH:7]=1.[NH2:28][C:29]1[CH:34]=[CH:33][C:32]([C:35]2[O:39][C:38](=[O:40])[NH:37][CH:36]=2)=[CH:31][CH:30]=1. Given the product [Cl:1][C:2]1[CH:3]=[CH:4][C:5]([C:26]#[N:27])=[C:6]([C:8]2[C:13]([O:14][CH3:15])=[CH:12][N:11]([CH:16]([CH2:20][CH:21]3[CH2:24][CH2:23][CH2:22]3)[C:17]([NH:28][C:29]3[CH:30]=[CH:31][C:32]([C:35]4[O:39][C:38](=[O:40])[NH:37][CH:36]=4)=[CH:33][CH:34]=3)=[O:18])[C:10](=[O:25])[CH:9]=2)[CH:7]=1, predict the reactants needed to synthesize it. (5) Given the product [CH3:1][N:2]([C:7]1[N:12]=[C:11]([C:13]2[CH:18]=[CH:17][C:16]([F:19])=[CH:15][CH:14]=2)[C:10](/[CH:20]=[CH:21]/[C@H:22]2[O:27][C:26](=[O:41])[CH2:28][C@H:24]([OH:25])[CH2:23]2)=[C:9]([CH:37]([CH3:39])[CH3:38])[N:8]=1)[S:3]([CH3:6])(=[O:4])=[O:5], predict the reactants needed to synthesize it. The reactants are: [CH3:1][N:2]([C:7]1[N:12]=[C:11]([C:13]2[CH:18]=[CH:17][C:16]([F:19])=[CH:15][CH:14]=2)[C:10](/[CH:20]=[CH:21]/[C@H:22]2[O:27][C:26](C)([CH3:28])[O:25][C@@H:24](CC(N(OC)C)=O)[CH2:23]2)=[C:9]([CH:37]([CH3:39])[CH3:38])[N:8]=1)[S:3]([CH3:6])(=[O:5])=[O:4].S(=O)(=O)(O)[OH:41]. (6) The reactants are: [Cl:1][C:2]1[CH:3]=[C:4]([CH:7]=[C:8]([Cl:20])[C:9]=1[C:10]1[N:14]2[CH:15]=[C:16]([F:19])[CH:17]=[CH:18][C:13]2=[N:12][N:11]=1)[CH:5]=O.[CH3:21][N:22]1[CH2:27][CH2:26][NH:25][CH2:24][CH2:23]1.C(O[BH-](OC(=O)C)OC(=O)C)(=O)C.[Na+]. Given the product [Cl:1][C:2]1[CH:3]=[C:4]([CH2:5][N:25]2[CH2:26][CH2:27][N:22]([CH3:21])[CH2:23][CH2:24]2)[CH:7]=[C:8]([Cl:20])[C:9]=1[C:10]1[N:14]2[CH:15]=[C:16]([F:19])[CH:17]=[CH:18][C:13]2=[N:12][N:11]=1, predict the reactants needed to synthesize it.